From a dataset of Forward reaction prediction with 1.9M reactions from USPTO patents (1976-2016). Predict the product of the given reaction. (1) Given the reactants [Cl:1][C:2]1[C:3]2[CH:10]=[CH:9][N:8]([C:11]([CH2:26][OH:27])([CH2:24]O)[CH2:12][O:13]S(C3C=CC(C)=CC=3)(=O)=O)[C:4]=2[N:5]=[CH:6][N:7]=1, predict the reaction product. The product is: [Cl:1][C:2]1[C:3]2[CH:10]=[CH:9][N:8]([C:11]3([CH2:12][OH:13])[CH2:24][O:27][CH2:26]3)[C:4]=2[N:5]=[CH:6][N:7]=1. (2) Given the reactants [C:1]([O:4][C@H:5]([C:46]1[CH:51]=[CH:50][C:49]([F:52])=[CH:48][CH:47]=1)[CH2:6][CH2:7][C@H:8]1[C:11](=[O:12])[N:10]([C:13]2[CH:18]=[CH:17][C:16]([C:19]#[C:20][C:21]3[NH:25][N:24]=[CH:23][N:22]=3)=[CH:15][CH:14]=2)[C@@H:9]1[C:26]1[CH:31]=[CH:30][C:29]([C:32]#[C:33][C:34]([CH2:41][O:42][C:43](=[O:45])[CH3:44])([OH:40])[CH2:35][O:36][C:37](=[O:39])[CH3:38])=[CH:28][CH:27]=1)(=[O:3])[CH3:2], predict the reaction product. The product is: [C:1]([O:4][C@H:5]([C:46]1[CH:47]=[CH:48][C:49]([F:52])=[CH:50][CH:51]=1)[CH2:6][CH2:7][C@H:8]1[C:11](=[O:12])[N:10]([C:13]2[CH:14]=[CH:15][C:16]([CH2:19][CH2:20][C:21]3[NH:25][N:24]=[CH:23][N:22]=3)=[CH:17][CH:18]=2)[C@@H:9]1[C:26]1[CH:31]=[CH:30][C:29]([CH2:32][CH2:33][C:34]([CH2:41][O:42][C:43](=[O:45])[CH3:44])([OH:40])[CH2:35][O:36][C:37](=[O:39])[CH3:38])=[CH:28][CH:27]=1)(=[O:3])[CH3:2]. (3) The product is: [C:31]([C:20]1([NH:19][C:17](=[O:18])[CH:16]([NH:15][C:2]2[C:6]3[CH:7]=[CH:8][CH:9]=[CH:10][C:5]=3[S:4](=[O:12])(=[O:11])[N:3]=2)[CH2:33][CH:34]2[CH2:39][CH2:38][CH2:37][CH2:36][CH2:35]2)[CH2:24][CH2:23][N:22]([CH:25]2[CH2:26][CH2:27][CH2:28][CH2:29][CH2:30]2)[CH2:21]1)#[N:32]. Given the reactants Cl[C:2]1[C:6]2[CH:7]=[CH:8][CH:9]=[CH:10][C:5]=2[S:4](=[O:12])(=[O:11])[N:3]=1.Cl.Cl.[NH2:15][CH:16]([CH2:33][CH:34]1[CH2:39][CH2:38][CH2:37][CH2:36][CH2:35]1)[C:17]([NH:19][C:20]1([C:31]#[N:32])[CH2:24][CH2:23][N:22]([CH:25]2[CH2:30][CH2:29][CH2:28][CH2:27][CH2:26]2)[CH2:21]1)=[O:18], predict the reaction product. (4) Given the reactants [CH2:1]([O:8][C:9]1[C:10]([NH:37][C:38]2[CH:43]=[CH:42][CH:41]=[CH:40][C:39]=2[N+:44]([O-])=O)=[C:11]([Br:36])[C:12]2[CH2:13][C@H:14]3[N:25]([C:26]([O:28][CH2:29][C:30]4[CH:35]=[CH:34][CH:33]=[CH:32][CH:31]=4)=[O:27])[CH2:24][CH2:23][C@@:20]4([C:21]=2[CH:22]=1)[C@H:15]3[CH2:16][CH2:17][CH2:18][CH2:19]4)[C:2]1[CH:7]=[CH:6][CH:5]=[CH:4][CH:3]=1.O.NN, predict the reaction product. The product is: [NH2:44][C:39]1[CH:40]=[CH:41][CH:42]=[CH:43][C:38]=1[NH:37][C:10]1[C:9]([O:8][CH2:1][C:2]2[CH:7]=[CH:6][CH:5]=[CH:4][CH:3]=2)=[CH:22][C:21]2[C@:20]34[CH2:23][CH2:24][N:25]([C:26]([O:28][CH2:29][C:30]5[CH:35]=[CH:34][CH:33]=[CH:32][CH:31]=5)=[O:27])[C@@H:14]([C@@H:15]3[CH2:16][CH2:17][CH2:18][CH2:19]4)[CH2:13][C:12]=2[C:11]=1[Br:36]. (5) Given the reactants CS(O[CH2:6][C:7]1[CH:12]=[CH:11][C:10]([NH:13][C:14](=[O:38])[C:15]2[CH:20]=[CH:19][C:18]([CH3:21])=[C:17]([NH:22][C:23]([C:25]3[C:29]4[N:30]=[CH:31][N:32]=[C:33]([NH:34][CH:35]5[CH2:37][CH2:36]5)[C:28]=4[S:27][CH:26]=3)=[O:24])[CH:16]=2)=[CH:9][C:8]=1[C:39]([F:42])([F:41])[F:40])(=O)=O.C([O-])([O-])=O.[K+].[K+].[CH3:49][C:50]1[N:51]=[CH:52][NH:53][CH:54]=1, predict the reaction product. The product is: [CH:35]1([NH:34][C:33]2[C:28]3[S:27][CH:26]=[C:25]([C:23]([NH:22][C:17]4[CH:16]=[C:15]([C:14](=[O:38])[NH:13][C:10]5[CH:11]=[CH:12][C:7]([CH2:6][N:53]6[CH:54]=[C:50]([CH3:49])[N:51]=[CH:52]6)=[C:8]([C:39]([F:42])([F:40])[F:41])[CH:9]=5)[CH:20]=[CH:19][C:18]=4[CH3:21])=[O:24])[C:29]=3[N:30]=[CH:31][N:32]=2)[CH2:36][CH2:37]1. (6) Given the reactants [CH3:1][C:2]1[O:3][C:4]([CH:7]2[CH2:12][CH2:11][NH:10][CH2:9][CH2:8]2)=[N:5][N:6]=1.N1([C:18]([O:20][CH2:21][C:22]2[CH:27]=[CH:26][C:25]([Cl:28])=[CH:24][C:23]=2[CH2:29][N:30]2[N:34]=[N:33][C:32]([CH3:35])=[N:31]2)=[O:19])C=CN=C1.CCN(C(C)C)C(C)C, predict the reaction product. The product is: [CH3:1][C:2]1[O:3][C:4]([CH:7]2[CH2:12][CH2:11][N:10]([C:18]([O:20][CH2:21][C:22]3[CH:27]=[CH:26][C:25]([Cl:28])=[CH:24][C:23]=3[CH2:29][N:30]3[N:34]=[N:33][C:32]([CH3:35])=[N:31]3)=[O:19])[CH2:9][CH2:8]2)=[N:5][N:6]=1. (7) The product is: [NH2:11]/[C:10](=[N:9]\[OH:8])/[C:12]([NH:15][C:16](=[O:22])[O:17][C:18]([CH3:21])([CH3:20])[CH3:19])([CH3:14])[CH3:13]. Given the reactants C(=O)([O-])[O-].[K+].[K+].[Cl-].[OH:8][NH3+:9].[C:10]([C:12]([NH:15][C:16](=[O:22])[O:17][C:18]([CH3:21])([CH3:20])[CH3:19])([CH3:14])[CH3:13])#[N:11], predict the reaction product. (8) Given the reactants [CH2:1]([O:3][C:4]([C:6]1[NH:7][C:8]([CH3:12])=[CH:9][C:10]=1[NH2:11])=[O:5])[CH3:2].[ClH:13].O1CCOCC1.[C:20](#[N:22])[CH3:21], predict the reaction product. The product is: [ClH:13].[C:20]([NH:11][C:10]1[CH:9]=[C:8]([CH3:12])[NH:7][C:6]=1[C:4]([O:3][CH2:1][CH3:2])=[O:5])(=[NH:22])[CH3:21]. (9) Given the reactants C[O:2][C:3](=[O:41])[C:4]1[CH:9]=[CH:8][C:7]([CH2:10][N:11]([CH:18]2[CH2:23][CH2:22][N:21]([C:24]3([CH3:40])[CH2:29][CH2:28][N:27]([C:30](=[O:39])[C:31]4[C:36]([CH3:37])=[CH:35][CH:34]=[CH:33][C:32]=4[CH3:38])[CH2:26][CH2:25]3)[CH2:20][CH2:19]2)[C:12]2[CH:17]=[CH:16][CH:15]=[CH:14][CH:13]=2)=[CH:6][CH:5]=1.[Li+].[OH-].Cl.C([O-])(O)=O.[Na+], predict the reaction product. The product is: [CH3:38][C:32]1[CH:33]=[CH:34][CH:35]=[C:36]([CH3:37])[C:31]=1[C:30]([N:27]1[CH2:28][CH2:29][C:24]([CH3:40])([N:21]2[CH2:20][CH2:19][CH:18]([N:11]([CH2:10][C:7]3[CH:6]=[CH:5][C:4]([C:3]([OH:41])=[O:2])=[CH:9][CH:8]=3)[C:12]3[CH:17]=[CH:16][CH:15]=[CH:14][CH:13]=3)[CH2:23][CH2:22]2)[CH2:25][CH2:26]1)=[O:39].